From a dataset of Full USPTO retrosynthesis dataset with 1.9M reactions from patents (1976-2016). Predict the reactants needed to synthesize the given product. Given the product [C:7]1([N:6]=[N:2][CH:19]([C:18]#[N:22])[C:20]#[N:21])[CH:12]=[CH:11][CH:10]=[CH:9][CH:8]=1, predict the reactants needed to synthesize it. The reactants are: Cl.[N:2]([O-])=O.[Na+].[NH2:6][C:7]1[CH:12]=[CH:11][CH:10]=[CH:9][CH:8]=1.C([O-])(=O)C.[Na+].[C:18](#[N:22])[CH2:19][C:20]#[N:21].